The task is: Predict which catalyst facilitates the given reaction.. This data is from Catalyst prediction with 721,799 reactions and 888 catalyst types from USPTO. Reactant: [CH2:1]([C:8]1[C:17](C#N)=[N:16][C:15]2[C:10](=[CH:11][CH:12]=[CH:13][CH:14]=2)[N:9]=1)[C:2]1[CH:7]=[CH:6][CH:5]=[CH:4][CH:3]=1.[Cl:20]C1C(Cl)=NC2C(=CC=CC=2)N=1.C1C=CC2C(=NC3C(N)=NNC=3N=2)C=1.C([Mg]Cl)C1C=CC=CC=1. Product: [CH2:1]([C:8]1[C:17]([Cl:20])=[N:16][C:15]2[C:10](=[CH:11][CH:12]=[CH:13][CH:14]=2)[N:9]=1)[C:2]1[CH:7]=[CH:6][CH:5]=[CH:4][CH:3]=1. The catalyst class is: 1.